This data is from Forward reaction prediction with 1.9M reactions from USPTO patents (1976-2016). The task is: Predict the product of the given reaction. (1) The product is: [CH3:1][O:2][C:3]1[C:4](=[O:25])[C:5]([CH3:24])=[C:6]([CH2:12][C:13]2[CH:14]=[C:15]([CH:19]=[CH:20][C:21]([N:26]3[CH2:31][CH2:30][S:29][CH2:28][CH2:27]3)=[O:22])[CH:16]=[CH:17][CH:18]=2)[C:7](=[O:11])[C:8]=1[O:9][CH3:10]. Given the reactants [CH3:1][O:2][C:3]1[C:4](=[O:25])[C:5]([CH3:24])=[C:6]([CH2:12][C:13]2[CH:14]=[C:15]([CH:19]=[CH:20][C:21](O)=[O:22])[CH:16]=[CH:17][CH:18]=2)[C:7](=[O:11])[C:8]=1[O:9][CH3:10].[NH:26]1[CH2:31][CH2:30][S:29][CH2:28][CH2:27]1, predict the reaction product. (2) Given the reactants CN(C(ON1N=NC2C=CC=NC1=2)=[N+](C)C)C.F[P-](F)(F)(F)(F)F.[CH2:25]([O:32][C:33]1[CH:34]=[C:35]([CH:39]=[C:40]([O:42][C@@H:43]([CH3:56])[CH2:44][O:45][Si:46]([CH:53]([CH3:55])[CH3:54])([CH:50]([CH3:52])[CH3:51])[CH:47]([CH3:49])[CH3:48])[CH:41]=1)[C:36]([OH:38])=O)[C:26]1[CH:31]=[CH:30][CH:29]=[CH:28][CH:27]=1.[CH3:57][N:58]1[CH:62]=[CH:61][C:60]([NH2:63])=[N:59]1.CCN(C(C)C)C(C)C, predict the reaction product. The product is: [CH2:25]([O:32][C:33]1[CH:34]=[C:35]([CH:39]=[C:40]([O:42][C@@H:43]([CH3:56])[CH2:44][O:45][Si:46]([CH:53]([CH3:55])[CH3:54])([CH:47]([CH3:49])[CH3:48])[CH:50]([CH3:52])[CH3:51])[CH:41]=1)[C:36]([NH:63][C:60]1[CH:61]=[CH:62][N:58]([CH3:57])[N:59]=1)=[O:38])[C:26]1[CH:31]=[CH:30][CH:29]=[CH:28][CH:27]=1. (3) Given the reactants [CH2:1]([O:3][C:4](=[O:19])[CH2:5][CH:6]([NH:10][C:11]1[CH:16]=[C:15]([CH3:17])[CH:14]=[CH:13][C:12]=1[NH2:18])[CH2:7][CH2:8][CH3:9])[CH3:2].C1N=CN([C:25](N2C=NC=C2)=[O:26])C=1, predict the reaction product. The product is: [CH2:1]([O:3][C:4](=[O:19])[CH2:5][CH:6]([N:10]1[C:11]2[CH:16]=[C:15]([CH3:17])[CH:14]=[CH:13][C:12]=2[NH:18][C:25]1=[O:26])[CH2:7][CH2:8][CH3:9])[CH3:2]. (4) The product is: [NH2:2][C@H:3]1[CH2:9][CH2:8][CH2:7][CH2:6][N:5]([CH2:10][C:11]2[CH:16]=[CH:15][CH:14]=[C:13]([O:26][CH3:22])[CH:12]=2)[C:4]1=[O:17]. Given the reactants Cl.[NH2:2][C@H:3]1[CH2:9][CH2:8][CH2:7][CH2:6][N:5]([CH2:10][C:11]2[CH:16]=[CH:15][CH:14]=[CH:13][CH:12]=2)[C:4]1=[O:17].BrCC1C=CC=[C:22]([O:26]C)C=1, predict the reaction product. (5) Given the reactants [CH3:1][O:2][C:3]([C:5]1[CH:9]=[C:8](Br)[S:7][CH:6]=1)=[O:4].C(=O)([O-])[O-].[Cs+].[Cs+].C(OC([N:24]1[CH:28]=[C:27](B2OC(C)(C)C(C)(C)O2)[CH:26]=[N:25]1)=O)(C)(C)C, predict the reaction product. The product is: [CH3:1][O:2][C:3]([C:5]1[CH:9]=[C:8]([C:27]2[CH:28]=[N:24][NH:25][CH:26]=2)[S:7][CH:6]=1)=[O:4]. (6) Given the reactants P(Cl)(Cl)(Cl)=O.[NH:6]1[C:14]2[C:9](=[CH:10][C:11]([CH2:15][N:16]([CH3:18])[CH3:17])=[CH:12][CH:13]=2)[CH:8]=[CH:7]1.[CH3:19][N+](C)=CCl.[Cl-].[OH-:25].[Na+], predict the reaction product. The product is: [CH3:17][N:16]([CH2:15][C:11]1[CH:10]=[C:9]2[C:14](=[CH:13][CH:12]=1)[NH:6][CH:7]=[C:8]2[CH:19]=[O:25])[CH3:18]. (7) Given the reactants [F:1][C:2]([F:9])([F:8])[C:3](=[CH2:7])[C:4]([OH:6])=[O:5].S(=O)(=O)(O)O.[CH2:15]=[C:16]1[CH:23]2[CH2:24][CH:19]3[CH2:20][CH:21]([CH2:25][CH:17]1[CH2:18]3)[CH2:22]2.[OH-].[Na+], predict the reaction product. The product is: [F:1][C:2]([F:9])([F:8])[C:3](=[CH2:7])[C:4]([O:6][C:16]1([CH3:15])[CH:17]2[CH2:25][CH:21]3[CH2:20][CH:19]([CH2:24][CH:23]1[CH2:22]3)[CH2:18]2)=[O:5]. (8) The product is: [N:25]1([CH2:24][CH2:23][O:22][C:21]2[CH:20]=[CH:19][C:18]([O:17][C:16]3[C:12]4[C:13](=[CH:44][C:9]([O:8][CH3:1])=[CH:10][CH:11]=4)[CH:48]=[CH:47][C:15]=3[C:33]3[CH:34]=[CH:35][C:36]([S:39]([CH:42]4[CH2:67][CH2:66]4)(=[O:41])=[O:40])=[CH:37][CH:38]=3)=[CH:32][CH:31]=2)[CH2:30][CH2:29][CH2:28][CH2:27][CH2:26]1. Given the reactants [CH2:1]([O:8][C:9]1[CH:10]=[CH:11][C:12]2[C:16]([O:17][C:18]3[CH:32]=[CH:31][C:21]([O:22][CH2:23][CH2:24][N:25]4[CH2:30][CH2:29][CH2:28][CH2:27][CH2:26]4)=[CH:20][CH:19]=3)=[C:15]([C:33]3[CH:38]=[CH:37][C:36]([S:39]([CH3:42])(=[O:41])=[O:40])=[C:35](F)[CH:34]=3)S[C:13]=2[CH:44]=1)C1C=CC=CC=1.[F-].[Cs+].[CH:47]1(P(C2CCCCC2)C2CCCCC2)CCCC[CH2:48]1.[C:66](#N)[CH3:67], predict the reaction product. (9) Given the reactants [N+:1]([C:4]1[C:5]([NH:10][CH:11]2[CH2:14][N:13]([C:15]3[CH:24]=[CH:23][C:22]4[C:17](=[CH:18][CH:19]=[CH:20][CH:21]=4)[N:16]=3)[CH2:12]2)=[N:6][CH:7]=[CH:8][CH:9]=1)([O-])=O.C(O)(=O)C, predict the reaction product. The product is: [N:16]1[C:17]2[C:22](=[CH:21][CH:20]=[CH:19][CH:18]=2)[CH:23]=[CH:24][C:15]=1[N:13]1[CH2:14][CH:11]([NH:10][C:5]2[C:4]([NH2:1])=[CH:9][CH:8]=[CH:7][N:6]=2)[CH2:12]1. (10) The product is: [CH2:12]([O:14][C:15](=[O:33])[C:16]([O:23][C:24]1[CH:29]=[CH:28][C:27]([Cl:30])=[CH:26][C:25]=1/[CH:31]=[C:6]1\[C:7](=[O:11])[NH:8][C:9]2[C:5]\1=[CH:4][CH:3]=[C:2]([Cl:1])[CH:10]=2)([CH2:20][CH2:21][CH3:22])[CH2:17][CH2:18][CH3:19])[CH3:13]. Given the reactants [Cl:1][C:2]1[CH:10]=[C:9]2[C:5]([CH2:6][C:7](=[O:11])[NH:8]2)=[CH:4][CH:3]=1.[CH2:12]([O:14][C:15](=[O:33])[C:16]([O:23][C:24]1[CH:29]=[CH:28][C:27]([Cl:30])=[CH:26][C:25]=1[CH:31]=O)([CH2:20][CH2:21][CH3:22])[CH2:17][CH2:18][CH3:19])[CH3:13].N1CCCC1, predict the reaction product.